This data is from Forward reaction prediction with 1.9M reactions from USPTO patents (1976-2016). The task is: Predict the product of the given reaction. Given the reactants [OH:1][C@H:2]([C:9]1[N:10]=[C:11]([C:14](=O)[CH3:15])[NH:12][CH:13]=1)[C@H:3]([OH:8])[C@H:4]([OH:7])[CH2:5][OH:6].[C:17]([NH:25][NH2:26])(=[O:24])[C:18]1[CH:23]=[CH:22][CH:21]=[CH:20][CH:19]=1, predict the reaction product. The product is: [OH:1][C@H:2]([C:9]1[N:10]=[C:11]([C:14](=[N:26][NH:25][C:17](=[O:24])[C:18]2[CH:23]=[CH:22][CH:21]=[CH:20][CH:19]=2)[CH3:15])[NH:12][CH:13]=1)[C@H:3]([OH:8])[C@H:4]([OH:7])[CH2:5][OH:6].